Dataset: Full USPTO retrosynthesis dataset with 1.9M reactions from patents (1976-2016). Task: Predict the reactants needed to synthesize the given product. Given the product [N+:1]([C:4]1[C:9]([C:10]([F:11])([F:12])[F:13])=[CH:8][CH:7]=[CH:6][C:5]=1[NH2:14])([O-:3])=[O:2], predict the reactants needed to synthesize it. The reactants are: [N+:1]([C:4]1[C:9]([C:10]([F:13])([F:12])[F:11])=[CH:8][CH:7]=[CH:6][C:5]=1[NH:14]C(=O)C)([O-:3])=[O:2].[OH-].[Na+].CCOC(C)=O.